Task: Predict the reaction yield, written as a fraction of the theoretical maximum amount of product (1.0 means a 100% yield; for example, 0.34 means a 34% yield).. Dataset: Reaction yield outcomes from USPTO patents with 853,638 reactions (1) The reactants are [CH3:1][O:2][C:3](=[O:15])[C:4]1[CH:13]=[C:12]([OH:14])[CH:11]=[C:6]([C:7]([O:9][CH3:10])=[O:8])[CH:5]=1.[C:16]([O:20][C:21](=[O:37])[CH2:22][CH2:23][CH2:24][CH2:25][CH2:26][CH2:27][CH2:28][CH2:29][CH2:30][CH2:31][CH2:32][CH2:33][CH2:34][CH2:35]Br)([CH3:19])([CH3:18])[CH3:17].C([O-])([O-])=O.[K+].[K+].C(#N)C. The catalyst is CCCCCCC.CCOC(C)=O. The product is [CH3:10][O:9][C:7](=[O:8])[C:6]1[CH:11]=[C:12]([O:14][CH2:35][CH2:34][CH2:33][CH2:32][CH2:31][CH2:30][CH2:29][CH2:28][CH2:27][CH2:26][CH2:25][CH2:24][CH2:23][CH2:22][C:21]([O:20][C:16]([CH3:17])([CH3:19])[CH3:18])=[O:37])[CH:13]=[C:4]([C:3]([O:2][CH3:1])=[O:15])[CH:5]=1. The yield is 1.00. (2) The reactants are [C:1]([O:4][C:5](=[O:7])[CH3:6])(=[O:3])[CH3:2].N1[CH:13]=[CH:12][CH:11]=CC=1.S(=O)(=O)(O)O.[C:19]([O-:22])(=[O:21])[CH3:20].[Na+]. The catalyst is C(O)(=O)C. The product is [C:1]([O:4][CH:5]1[O:7][C@H:12]([CH3:11])[C@@H:13]([O:4][C:1](=[O:3])[CH3:2])[C@H:6]1[O:21][C:19](=[O:22])[CH3:20])(=[O:3])[CH3:2]. The yield is 0.830.